Predict the reaction yield, written as a fraction of the theoretical maximum amount of product (1.0 means a 100% yield; for example, 0.34 means a 34% yield). From a dataset of Reaction yield outcomes from USPTO patents with 853,638 reactions. The reactants are [NH2:1][C:2]1[C:7]([C:8]([F:11])([F:10])[F:9])=[C:6]([N:12]2[CH2:22][CH2:21][C:15]3([C:19](=[O:20])[NH:18][CH2:17][CH2:16]3)[CH2:14][CH2:13]2)[C:5](Br)=[CH:4][N:3]=1.[CH3:24][N:25]1[C:33]2[C:28](=[CH:29][C:30](B(O)O)=[CH:31][CH:32]=2)[CH:27]=[N:26]1.C(Cl)Cl.C(=O)([O-])[O-].[Na+].[Na+]. The catalyst is C1C=CC(P(C2C=CC=CC=2)[C-]2C=CC=C2)=CC=1.C1C=CC(P(C2C=CC=CC=2)[C-]2C=CC=C2)=CC=1.Cl[Pd]Cl.[Fe+2].C(#N)C. The product is [NH2:1][C:2]1[C:7]([C:8]([F:11])([F:10])[F:9])=[C:6]([N:12]2[CH2:22][CH2:21][C:15]3([C:19](=[O:20])[NH:18][CH2:17][CH2:16]3)[CH2:14][CH2:13]2)[C:5]([C:30]2[CH:29]=[C:28]3[C:33](=[CH:32][CH:31]=2)[N:25]([CH3:24])[N:26]=[CH:27]3)=[CH:4][N:3]=1. The yield is 0.130.